Dataset: Reaction yield outcomes from USPTO patents with 853,638 reactions. Task: Predict the reaction yield, written as a fraction of the theoretical maximum amount of product (1.0 means a 100% yield; for example, 0.34 means a 34% yield). The reactants are [Cl:1][C:2]1[CH:23]=[CH:22][C:5]([CH2:6][N:7]2[C:12](SC)=[N:11][C:10](=[O:15])[N:9]([CH2:16][C:17]([O:19][CH3:20])=[O:18])[C:8]2=[O:21])=[CH:4][CH:3]=1.[F:24][C:25]1[CH:26]=[C:27]([CH:29]=[CH:30][C:31]=1[O:32][CH:33]([CH3:35])[CH3:34])[NH2:28].C(O)(C)(C)C.C(=O)(O)[O-].[Na+]. The catalyst is C(O)(=O)C. The product is [Cl:1][C:2]1[CH:23]=[CH:22][C:5]([CH2:6][N:7]2[C:12]([NH:28][C:27]3[CH:29]=[CH:30][C:31]([O:32][CH:33]([CH3:34])[CH3:35])=[C:25]([F:24])[CH:26]=3)=[N:11][C:10](=[O:15])[N:9]([CH2:16][C:17]([O:19][CH3:20])=[O:18])[C:8]2=[O:21])=[CH:4][CH:3]=1. The yield is 0.950.